This data is from NCI-60 drug combinations with 297,098 pairs across 59 cell lines. The task is: Regression. Given two drug SMILES strings and cell line genomic features, predict the synergy score measuring deviation from expected non-interaction effect. (1) Drug 1: CC1=C(C=C(C=C1)C(=O)NC2=CC(=CC(=C2)C(F)(F)F)N3C=C(N=C3)C)NC4=NC=CC(=N4)C5=CN=CC=C5. Drug 2: COC1=C2C(=CC3=C1OC=C3)C=CC(=O)O2. Cell line: RPMI-8226. Synergy scores: CSS=7.54, Synergy_ZIP=-4.98, Synergy_Bliss=-5.77, Synergy_Loewe=-4.28, Synergy_HSA=-3.25. (2) Drug 1: CC1=C(C(=O)C2=C(C1=O)N3CC4C(C3(C2COC(=O)N)OC)N4)N. Drug 2: C(CCl)NC(=O)N(CCCl)N=O. Cell line: SF-268. Synergy scores: CSS=22.1, Synergy_ZIP=-6.85, Synergy_Bliss=-4.08, Synergy_Loewe=-7.35, Synergy_HSA=-0.740.